Dataset: Reaction yield outcomes from USPTO patents with 853,638 reactions. Task: Predict the reaction yield, written as a fraction of the theoretical maximum amount of product (1.0 means a 100% yield; for example, 0.34 means a 34% yield). (1) The reactants are [CH3:1][C@H:2]1[CH2:7][NH:6][C@H:5]([CH3:8])[CH2:4][N:3]1[C@H:9]([C:24]1[CH:36]=[CH:35][C:27]([C:28]([N:30]([CH2:33][CH3:34])[CH2:31][CH3:32])=[O:29])=[CH:26][CH:25]=1)[C:10]1[CH:15]=[CH:14][CH:13]=[C:12]([O:16]S(C(F)(F)F)(=O)=O)[CH:11]=1.[I-].[Na+].C(N(CC)CC)C.[F:46][C:47]1[CH:54]=[CH:53][C:50]([CH2:51]Br)=[CH:49][CH:48]=1.[OH-].[Na+]. The catalyst is C(#N)C. The product is [CH3:1][C@H:2]1[CH2:7][N:6]([CH2:51][C:50]2[CH:53]=[CH:54][C:47]([F:46])=[CH:48][CH:49]=2)[C@H:5]([CH3:8])[CH2:4][N:3]1[C@H:9]([C:24]1[CH:25]=[CH:26][C:27]([C:28]([N:30]([CH2:31][CH3:32])[CH2:33][CH3:34])=[O:29])=[CH:35][CH:36]=1)[C:10]1[CH:15]=[CH:14][CH:13]=[C:12]([OH:16])[CH:11]=1. The yield is 0.840. (2) The reactants are [NH:1]1[C:9]2[C:4](=[CH:5][CH:6]=[CH:7][CH:8]=2)[C:3](/[CH:10]=[CH:11]/[C:12]2[CH:25]=[CH:24][C:15]([C:16]([N:18]3[CH2:23][CH2:22][NH:21][CH2:20][CH2:19]3)=[O:17])=[CH:14][CH:13]=2)=[N:2]1.[CH:26]([O:29][C:30]1[C:31](=O)[C:32](=[O:38])[C:33]=1[O:34]C(C)C)([CH3:28])[CH3:27].C(N(CC)CC)C. The catalyst is CO. The product is [NH:1]1[C:9]2[C:4](=[CH:5][CH:6]=[CH:7][CH:8]=2)[C:3](/[CH:10]=[CH:11]/[C:12]2[CH:13]=[CH:14][C:15]([C:16]([N:18]3[CH2:23][CH2:22][N:21]([C:31]4[C:32](=[O:38])[C:33](=[O:34])[C:30]=4[O:29][CH:26]([CH3:28])[CH3:27])[CH2:20][CH2:19]3)=[O:17])=[CH:24][CH:25]=2)=[N:2]1. The yield is 0.810. (3) The reactants are [CH3:1][C:2]([CH3:7])([CH3:6])[C@H:3]([NH2:5])[CH3:4].[CH2:8]([O:10][C:11]([C:13]1[O:17][C:16]([CH2:18][O:19][C:20]2[CH:25]=[CH:24][CH:23]=[CH:22][CH:21]=2)=[N:15][C:14]=1[CH2:26][CH2:27]OS(C)(=O)=O)=[O:12])[CH3:9]. The catalyst is C1COCC1. The product is [CH2:8]([O:10][C:11]([C:13]1[O:17][C:16]([CH2:18][O:19][C:20]2[CH:25]=[CH:24][CH:23]=[CH:22][CH:21]=2)=[N:15][C:14]=1[CH2:26][CH2:27][NH:5][C@H:3]([CH3:4])[C:2]([CH3:7])([CH3:6])[CH3:1])=[O:12])[CH3:9]. The yield is 0.520. (4) The reactants are [CH3:1][N:2]([CH3:20])[C:3]1[N:8]=[C:7]2[N:9]([CH:14]3[CH2:19][CH2:18][NH:17][CH2:16][CH2:15]3)[C:10](=[O:13])[N:11]([CH3:12])[C:6]2=[CH:5][CH:4]=1.[CH3:21][S:22]([N:25]1[CH2:30][CH2:29][C:28]2[N:31]([CH2:44][C@@H:45]3[CH2:47][O:46]3)[N:32]=[C:33]([C:34]3[CH:39]=[CH:38][C:37]([C:40]([F:43])([F:42])[F:41])=[CH:36][CH:35]=3)[C:27]=2[CH2:26]1)(=[O:24])=[O:23]. The catalyst is CCO.ClC(Cl)C. The product is [CH3:1][N:2]([CH3:20])[C:3]1[N:8]=[C:7]2[N:9]([CH:14]3[CH2:19][CH2:18][N:17]([CH2:47][C@H:45]([OH:46])[CH2:44][N:31]4[C:28]5[CH2:29][CH2:30][N:25]([S:22]([CH3:21])(=[O:24])=[O:23])[CH2:26][C:27]=5[C:33]([C:34]5[CH:39]=[CH:38][C:37]([C:40]([F:42])([F:43])[F:41])=[CH:36][CH:35]=5)=[N:32]4)[CH2:16][CH2:15]3)[C:10](=[O:13])[N:11]([CH3:12])[C:6]2=[CH:5][CH:4]=1. The yield is 0.970. (5) The reactants are Cl[C:2]1[N:11]=[C:10]([C:12]([O:14][CH2:15][CH3:16])=[O:13])[C:9]2[C:4](=[CH:5][CH:6]=[C:7]([O:17][CH3:18])[CH:8]=2)[N:3]=1.[Br:19][C:20]1[CH:21]=[C:22](B(O)O)[CH:23]=[CH:24][CH:25]=1. No catalyst specified. The product is [Br:19][C:20]1[CH:25]=[C:24]([C:2]2[N:11]=[C:10]([C:12]([O:14][CH2:15][CH3:16])=[O:13])[C:9]3[C:4](=[CH:5][CH:6]=[C:7]([O:17][CH3:18])[CH:8]=3)[N:3]=2)[CH:23]=[CH:22][CH:21]=1. The yield is 0.420. (6) The reactants are [CH3:1][C@@:2]12[C:18](=[O:19])[CH2:17][CH2:16][C@H:15]1[C@H:14]1[C@@H:5]([C:6]3[CH:7]=[CH:8][C:9]([OH:20])=[CH:10][C:11]=3[CH2:12][CH2:13]1)[CH2:4][CH2:3]2.[C:21]12(O)[CH2:30][CH:25]3[CH2:26][CH:27]([CH2:29][CH:23]([CH2:24]3)[CH2:22]1)[CH2:28]2.B(F)(F)F.CCOCC. The catalyst is CCCCC. The product is [C:21]12([C:8]3[C:9]([OH:20])=[CH:10][C:11]4[CH2:12][CH2:13][C@@H:14]5[C@@H:5]([C:6]=4[CH:7]=3)[CH2:4][CH2:3][C@@:2]3([CH3:1])[C@H:15]5[CH2:16][CH2:17][C:18]3=[O:19])[CH2:30][CH:25]3[CH2:26][CH:27]([CH2:29][CH:23]([CH2:24]3)[CH2:22]1)[CH2:28]2. The yield is 0.767.